From a dataset of Reaction yield outcomes from USPTO patents with 853,638 reactions. Predict the reaction yield, written as a fraction of the theoretical maximum amount of product (1.0 means a 100% yield; for example, 0.34 means a 34% yield). (1) The reactants are FC(F)(F)S(O[C:7]1[C:12]([C:13](=[O:15])[CH3:14])=[CH:11][C:10]([Cl:16])=[C:9]([CH3:17])[C:8]=1[N+:18]([O-:20])=[O:19])(=O)=O.[F:23][C:24]1[CH:25]=[C:26](B(O)O)[CH:27]=[C:28]([F:30])[CH:29]=1.N#N. The catalyst is C1(C)C=CC=CC=1.C([O-])(O)=O.[Na+].C1C=CC([P]([Pd]([P](C2C=CC=CC=2)(C2C=CC=CC=2)C2C=CC=CC=2)([P](C2C=CC=CC=2)(C2C=CC=CC=2)C2C=CC=CC=2)[P](C2C=CC=CC=2)(C2C=CC=CC=2)C2C=CC=CC=2)(C2C=CC=CC=2)C2C=CC=CC=2)=CC=1. The product is [Cl:16][C:10]1[C:9]([CH3:17])=[C:8]([N+:18]([O-:20])=[O:19])[C:7]([C:26]2[CH:25]=[C:24]([F:23])[CH:29]=[C:28]([F:30])[CH:27]=2)=[C:12]([C:13](=[O:15])[CH3:14])[CH:11]=1. The yield is 1.00. (2) The reactants are [CH:1]([N:4]1[C:8]([C:9]2[N:18]=[C:17]3[N:11]([CH2:12][CH2:13][O:14][C:15]4[CH:22]=[C:21]([OH:23])[N:20]=[CH:19][C:16]=43)[CH:10]=2)=[N:7][CH:6]=[N:5]1)([CH3:3])[CH3:2].O[C:25]([CH3:32])([CH3:31])[C:26]([O:28][CH2:29][CH3:30])=[O:27].CO. The catalyst is C(Cl)Cl. The product is [CH2:29]([O:28][C:26](=[O:27])[C:25]([O:23][C:21]1[N:20]=[CH:19][C:16]2[C:17]3[N:11]([CH2:12][CH2:13][O:14][C:15]=2[CH:22]=1)[CH:10]=[C:9]([C:8]1[N:4]([CH:1]([CH3:3])[CH3:2])[N:5]=[CH:6][N:7]=1)[N:18]=3)([CH3:32])[CH3:31])[CH3:30]. The yield is 0.400. (3) The reactants are C(OC([CH:8]1[CH2:12][CH2:11][CH2:10][N:9]1[C:13](=[O:31])[CH:14]([NH:16][C:17](=[O:30])[C:18]1[CH:23]=[C:22]([CH3:24])[C:21]([O:25][CH2:26][CH:27]=[CH2:28])=[C:20]([CH3:29])[CH:19]=1)[CH3:15])=O)(C)(C)C.[O:32]=[C:33]1[O:37][CH:36]([O:38][CH2:39][CH2:40][C:41]2[CH:46]=[CH:45][CH:44]=[CH:43]C=2)[CH:35]([NH:47][C:48](C2CCCN2C(=O)C(NC(=O)C2C=CC(N)=C(Cl)C=2)C)=[O:49])[CH2:34]1. No catalyst specified. The product is [CH2:39]([O:38][CH:36]1[CH:35]([NH:47][C:48]([CH:8]2[CH2:12][CH2:11][CH2:10][N:9]2[C:13](=[O:31])[CH:14]([NH:16][C:17](=[O:30])[C:18]2[CH:19]=[C:20]([CH3:29])[C:21]([O:25][CH2:26][CH:27]=[CH2:28])=[C:22]([CH3:24])[CH:23]=2)[CH3:15])=[O:49])[CH2:34][C:33](=[O:32])[O:37]1)[C:40]1[CH:41]=[CH:46][CH:45]=[CH:44][CH:43]=1. The yield is 0.460. (4) The reactants are [F:1][C:2]1[CH:3]=[C:4]([C@@H:8]2[N:12](C(OC(C)(C)C)=O)[C@@:11]([CH2:21][OH:22])([CH3:20])[CH2:10][CH2:9]2)[CH:5]=[N:6][CH:7]=1.[ClH:23].O1CCOCC1. The catalyst is C(Cl)Cl. The product is [ClH:23].[F:1][C:2]1[CH:3]=[C:4]([C@@H:8]2[NH:12][C@@:11]([CH2:21][OH:22])([CH3:20])[CH2:10][CH2:9]2)[CH:5]=[N:6][CH:7]=1. The yield is 0.960. (5) The reactants are [O:1]([C:8]1[CH:13]=[CH:12][C:11]([C:14]2[C:22]3[C:17](=[N:18][CH:19]=[N:20][C:21]=3[NH2:23])[N:16]([CH:24]3[CH2:29][CH2:28][CH2:27][NH:26][CH2:25]3)[N:15]=2)=[CH:10][CH:9]=1)[C:2]1[CH:7]=[CH:6][CH:5]=[CH:4][CH:3]=1.C(N1C=CN=C1)(N1C=CN=C1)=O.[C:42]([CH2:44][C:45](O)=[O:46])#[N:43]. The catalyst is ClCCl. The product is [NH2:23][C:21]1[N:20]=[CH:19][N:18]=[C:17]2[N:16]([CH:24]3[CH2:29][CH2:28][CH2:27][N:26]([C:45](=[O:46])[CH2:44][C:42]#[N:43])[CH2:25]3)[N:15]=[C:14]([C:11]3[CH:10]=[CH:9][C:8]([O:1][C:2]4[CH:7]=[CH:6][CH:5]=[CH:4][CH:3]=4)=[CH:13][CH:12]=3)[C:22]=12. The yield is 0.560. (6) The yield is 0.937. The catalyst is C(Cl)(Cl)(Cl)Cl. The reactants are [NH2:1][C:2]1[S:3][CH:4]=[C:5]([C:7]([CH3:10])([CH3:9])[CH3:8])[N:6]=1.[Br:11]N1C(=O)CCC1=O.CCCCCC. The product is [NH2:1][C:2]1[S:3][C:4]([Br:11])=[C:5]([C:7]([CH3:10])([CH3:9])[CH3:8])[N:6]=1. (7) The reactants are [CH:1](=O)[C:2]1[CH:7]=[CH:6][CH:5]=[CH:4][CH:3]=1.[N:9]1[C:18]2[CH2:17][CH2:16][CH2:15][CH2:14][C:13]=2[CH:12]=[CH:11][CH:10]=1. The catalyst is C(OC(=O)C)(=O)C. The product is [CH:1](=[C:17]1[C:18]2[N:9]=[CH:10][CH:11]=[CH:12][C:13]=2[CH2:14][CH2:15][CH2:16]1)[C:2]1[CH:7]=[CH:6][CH:5]=[CH:4][CH:3]=1. The yield is 0.580. (8) The reactants are [C:1]([O:9][C@H:10]1[C@@H:14]([O:15][CH3:16])[C@H:13]([N:17]2[CH:25]=[N:24][C:23]3[C:18]2=[N:19][CH:20]=[N:21][C:22]=3[NH:26][C:27](=[O:34])[C:28]2[CH:33]=[CH:32][CH:31]=[CH:30][CH:29]=2)[O:12][C@@H:11]1/[CH:35]=[CH:36]/[P:37]([O:43]C(C)C)([O:39]C(C)C)=[O:38])(=[O:8])[C:2]1[CH:7]=[CH:6][CH:5]=[CH:4][CH:3]=1.C(NC1NC(=O)C2N=CN(C3OC(C=CP(O)(O)=O)C(OC(=O)C4C=CC=CC=4)C3OC)C=2N=1)(=O)C(C)C. No catalyst specified. The product is [C:27]([NH:26][C:22]1[N:21]=[CH:20][N:19]=[C:18]2[C:23]=1[N:24]=[CH:25][N:17]2[C@@H:13]1[O:12][C@H:11](/[CH:35]=[CH:36]/[P:37](=[O:38])([OH:39])[OH:43])[C@@H:10]([O:9][C:1](=[O:8])[C:2]2[CH:3]=[CH:4][CH:5]=[CH:6][CH:7]=2)[C@H:14]1[O:15][CH3:16])(=[O:34])[C:28]1[CH:29]=[CH:30][CH:31]=[CH:32][CH:33]=1. The yield is 0.475.